From a dataset of Peptide-MHC class II binding affinity with 134,281 pairs from IEDB. Regression. Given a peptide amino acid sequence and an MHC pseudo amino acid sequence, predict their binding affinity value. This is MHC class II binding data. The peptide sequence is RADRELKMALQKARE. The MHC is H-2-IAd with pseudo-sequence H-2-IAd. The binding affinity (normalized) is 0.515.